This data is from Forward reaction prediction with 1.9M reactions from USPTO patents (1976-2016). The task is: Predict the product of the given reaction. (1) Given the reactants [NH2:1][C:2]1[C:10]([Cl:11])=[CH:9][CH:8]=[CH:7][C:3]=1[C:4]([OH:6])=[O:5].FC1C=CC=CC=1C(Cl)=O.[Cl:22][C:23]1[CH:31]=[CH:30][CH:29]=[CH:28][C:24]=1[C:25](Cl)=O, predict the reaction product. The product is: [Cl:11][C:10]1[C:2]2[N:1]=[C:25]([C:24]3[CH:28]=[CH:29][CH:30]=[CH:31][C:23]=3[Cl:22])[O:5][C:4](=[O:6])[C:3]=2[CH:7]=[CH:8][CH:9]=1. (2) Given the reactants C(OC([N:8]([CH2:40][C:41]([O:43]C(C)(C)C)=[O:42])[C:9]1[CH:14]=[CH:13][CH:12]=[C:11]([CH:15]([CH2:26][C:27]2[CH:32]=[CH:31][C:30]([C:33]([CH3:39])([CH3:38])[CH2:34][CH2:35][CH2:36][CH3:37])=[CH:29][CH:28]=2)[NH:16][S:17]([C:20]2[CH:25]=[CH:24][N:23]=[CH:22][CH:21]=2)(=[O:19])=[O:18])[N:10]=1)=O)(C)(C)C.FC(F)(F)C(O)=O, predict the reaction product. The product is: [CH3:39][C:33]([C:30]1[CH:29]=[CH:28][C:27]([CH2:26][CH:15]([NH:16][S:17]([C:20]2[CH:25]=[CH:24][N:23]=[CH:22][CH:21]=2)(=[O:19])=[O:18])[C:11]2[N:10]=[C:9]([NH:8][CH2:40][C:41]([OH:43])=[O:42])[CH:14]=[CH:13][CH:12]=2)=[CH:32][CH:31]=1)([CH3:38])[CH2:34][CH2:35][CH2:36][CH3:37].